From a dataset of Reaction yield outcomes from USPTO patents with 853,638 reactions. Predict the reaction yield, written as a fraction of the theoretical maximum amount of product (1.0 means a 100% yield; for example, 0.34 means a 34% yield). (1) The yield is 0.820. The product is [C:1]([O:5][C:6](=[O:22])[N:7]([CH2:9][C@H:10]1[CH2:15][CH2:14][C@H:13]([CH2:16][CH2:17][CH2:18][CH2:19][CH2:20][Br:21])[CH2:12][CH2:11]1)[CH3:8])([CH3:2])([CH3:4])[CH3:3]. The catalyst is C(O)C.[Pt](=O)=O.[Pt]. The reactants are [C:1]([O:5][C:6](=[O:22])[N:7]([CH2:9][CH:10]1[CH2:15][CH2:14][CH:13](/[CH:16]=[CH:17]\[CH2:18][CH2:19][CH2:20][Br:21])[CH2:12][CH2:11]1)[CH3:8])([CH3:4])([CH3:3])[CH3:2].[H][H]. (2) The reactants are [CH3:1][C:2]([CH3:13])([O:4][C:5]([N:7]1[CH2:12][CH2:11][NH:10][CH2:9][CH2:8]1)=[O:6])[CH3:3].[N:14]1[CH:19]=[CH:18][C:17]([C:20](O)=[O:21])=[CH:16][CH:15]=1.N. The catalyst is ClCCl.CO. The product is [CH3:3][C:2]([CH3:13])([O:4][C:5]([N:7]1[CH2:8][CH2:9][N:10]([C:20](=[O:21])[C:17]2[CH:18]=[CH:19][N:14]=[CH:15][CH:16]=2)[CH2:11][CH2:12]1)=[O:6])[CH3:1]. The yield is 0.768. (3) The reactants are [CH2:1]([O:3][C:4]1[CH:5]=[C:6]([O:16][C:17]2[CH:18]=[N:19][C:20]([S:23]([CH3:26])(=[O:25])=[O:24])=[CH:21][CH:22]=2)[CH:7]=[C:8]2[C:12]=1[NH:11][C:10]([C:13](=[S:15])[NH2:14])=[CH:9]2)[CH3:2].[C:27]([O:32][CH2:33][CH3:34])(=[O:31])[C:28]#[C:29][CH3:30].O1CCCC1.C(P(CCCC)CCCC)CCC. The catalyst is C1(C)C=CC=CC=1. The product is [CH2:1]([O:3][C:4]1[CH:5]=[C:6]([O:16][C:17]2[CH:18]=[N:19][C:20]([S:23]([CH3:26])(=[O:25])=[O:24])=[CH:21][CH:22]=2)[CH:7]=[C:8]2[C:12]=1[NH:11][C:10]([C:13]1[S:15][CH:29]([CH2:28][C:27]([O:32][CH2:33][CH3:34])=[O:31])[CH2:30][N:14]=1)=[CH:9]2)[CH3:2]. The yield is 0.660. (4) The reactants are C([C:3]1[CH:19]=[CH:18][C:6]([O:7][C:8]2[CH:9]=[CH:10][C:11]3[B:15]([OH:16])[O:14][CH2:13][C:12]=3[CH:17]=2)=[CH:5][CH:4]=1)#N.[N-:20]=[N+:21]=[N-:22].[Na+].[Cl-].[NH4+].O.[CH3:27][N:28](C)C=O. No catalyst specified. The product is [OH:16][B:15]1[C:11]2[CH:10]=[CH:9][C:8]([O:7][C:6]3[CH:5]=[CH:4][C:3]([N:20]4[CH:27]=[N:28][N:22]=[N:21]4)=[CH:19][CH:18]=3)=[CH:17][C:12]=2[CH2:13][O:14]1. The yield is 0.230. (5) The reactants are [OH:1][CH2:2][CH2:3][N:4]1[C:12]2[C:7](=[CH:8][C:9]([N+:13]([O-])=O)=[CH:10][CH:11]=2)[CH:6]=[C:5]1[C:16]([CH3:21])([CH3:20])[CH2:17][CH2:18][OH:19]. The catalyst is [Ni].CO. The product is [NH2:13][C:9]1[CH:8]=[C:7]2[C:12](=[CH:11][CH:10]=1)[N:4]([CH2:3][CH2:2][OH:1])[C:5]([C:16]([CH3:21])([CH3:20])[CH2:17][CH2:18][OH:19])=[CH:6]2. The yield is 0.260. (6) The reactants are [N:1]1[C:10]2[C:5](=[CH:6][C:7]([CH:11]([CH3:15])[C:12](O)=[O:13])=[CH:8][CH:9]=2)[CH:4]=[CH:3][CH:2]=1.O.[NH2:17][NH2:18]. The catalyst is CO. The product is [N:1]1[C:10]2[C:5](=[CH:6][C:7]([CH:11]([CH3:15])[C:12]([NH:17][NH2:18])=[O:13])=[CH:8][CH:9]=2)[CH:4]=[CH:3][CH:2]=1. The yield is 0.820.